Dataset: Reaction yield outcomes from USPTO patents with 853,638 reactions. Task: Predict the reaction yield, written as a fraction of the theoretical maximum amount of product (1.0 means a 100% yield; for example, 0.34 means a 34% yield). (1) The reactants are [CH3:1][O:2][C:3](=[O:18])[C@@H:4]([NH:10]C(OC(C)(C)C)=O)[CH2:5][CH2:6][N:7]([CH3:9])[CH3:8].[ClH:19]. The catalyst is O1CCOCC1. The product is [ClH:19].[ClH:19].[NH2:10][C@@H:4]([CH2:5][CH2:6][N:7]([CH3:9])[CH3:8])[C:3]([O:2][CH3:1])=[O:18]. The yield is 0.960. (2) The reactants are [CH2:1](I)[CH3:2].[Li]C(C)(C)C.CCCCC.[C:14]([N:33]1[CH:37]=[C:36]([CH:38]=[O:39])[N:35]=[CH:34]1)([C:27]1[CH:32]=[CH:31][CH:30]=[CH:29][CH:28]=1)([C:21]1[CH:26]=[CH:25][CH:24]=[CH:23][CH:22]=1)[C:15]1[CH:20]=[CH:19][CH:18]=[CH:17][CH:16]=1.Cl. The catalyst is CCOCC.C1COCC1. The product is [C:14]([N:33]1[CH:37]=[C:36]([CH:38]([OH:39])[CH2:1][CH3:2])[N:35]=[CH:34]1)([C:27]1[CH:28]=[CH:29][CH:30]=[CH:31][CH:32]=1)([C:21]1[CH:22]=[CH:23][CH:24]=[CH:25][CH:26]=1)[C:15]1[CH:20]=[CH:19][CH:18]=[CH:17][CH:16]=1. The yield is 0.560.